Dataset: Catalyst prediction with 721,799 reactions and 888 catalyst types from USPTO. Task: Predict which catalyst facilitates the given reaction. (1) Reactant: [H-].[Al+3].[Li+].[H-].[H-].[H-].[CH:7]1([C:10]2[C:15]([C:16](OC)=[O:17])=[CH:14][N:13]=[C:12]([CH3:20])[N:11]=2)[CH2:9][CH2:8]1.C1(C2C(C(OCC)=O)=CN=C(C)N=2)CC1.[OH-].[Na+]. Product: [CH:7]1([C:10]2[C:15]([CH2:16][OH:17])=[CH:14][N:13]=[C:12]([CH3:20])[N:11]=2)[CH2:9][CH2:8]1. The catalyst class is: 30. (2) Reactant: [Cl:1][C:2]1[CH:3]=[C:4]2[C:8](=[CH:9][CH:10]=1)[N:7]([CH2:11][CH2:12][CH2:13][S:14]([CH2:17][CH3:18])(=[O:16])=[O:15])[C:6]([CH2:19][OH:20])=[CH:5]2.[CH3:21][S:22](Cl)(=[O:24])=[O:23].C(N(CC)CC)C. Product: [CH3:21][S:22]([O:20][CH2:19][C:6]1[N:7]([CH2:11][CH2:12][CH2:13][S:14]([CH2:17][CH3:18])(=[O:16])=[O:15])[C:8]2[C:4]([CH:5]=1)=[CH:3][C:2]([Cl:1])=[CH:10][CH:9]=2)(=[O:24])=[O:23]. The catalyst class is: 4. (3) Reactant: C1CCN2C(=NCCC2)CC1.[F:12][C:13]1[CH:22]=[C:21]2[C:16]([CH2:17][CH2:18][CH2:19][C@@H:20]2O)=[CH:15][CH:14]=1.C1(P([N:38]=[N+:39]=[N-:40])(C2C=CC=CC=2)=O)C=CC=CC=1. Product: [N:38]([C@H:20]1[C:21]2[C:16](=[CH:15][CH:14]=[C:13]([F:12])[CH:22]=2)[CH2:17][CH2:18][CH2:19]1)=[N+:39]=[N-:40]. The catalyst class is: 308. (4) Reactant: [CH2:1]([O:3][C:4]([C:6]1[NH:10][N:9]=[N:8][N:7]=1)=[O:5])[CH3:2].[Na].[CH3:12][O:13][C:14]1[CH:21]=[CH:20][C:17]([CH2:18]Br)=[CH:16][CH:15]=1.C(N(CC)CC)C. The catalyst class is: 3. Product: [CH2:1]([O:3][C:4]([C:6]1[N:7]=[N:8][N:9]([CH2:18][C:17]2[CH:20]=[CH:21][C:14]([O:13][CH3:12])=[CH:15][CH:16]=2)[N:10]=1)=[O:5])[CH3:2]. (5) Reactant: C(Cl)(=O)C(Cl)=O.CS(C)=O.[CH2:11]([O:18][C@H:19]1[C@H:24]([O:25][CH2:26][C:27]2[CH:32]=[CH:31][CH:30]=[CH:29][CH:28]=2)[C@@H:23]([O:33][CH2:34][C:35]2[CH:40]=[CH:39][CH:38]=[CH:37][CH:36]=2)[C@@:22]([C:43]2[CH:48]=[CH:47][C:46]([Cl:49])=[C:45]([CH2:50][C:51]3[CH:56]=[CH:55][C:54]([O:57][CH2:58][CH3:59])=[C:53]([F:60])[C:52]=3[F:61])[CH:44]=2)([O:41][CH3:42])[O:21][C@@H:20]1[CH2:62][OH:63])[C:12]1[CH:17]=[CH:16][CH:15]=[CH:14][CH:13]=1.C(N(CC)CC)C. Product: [CH2:11]([O:18][C@H:19]1[C@H:24]([O:25][CH2:26][C:27]2[CH:32]=[CH:31][CH:30]=[CH:29][CH:28]=2)[C@@H:23]([O:33][CH2:34][C:35]2[CH:36]=[CH:37][CH:38]=[CH:39][CH:40]=2)[C@@:22]([C:43]2[CH:48]=[CH:47][C:46]([Cl:49])=[C:45]([CH2:50][C:51]3[CH:56]=[CH:55][C:54]([O:57][CH2:58][CH3:59])=[C:53]([F:60])[C:52]=3[F:61])[CH:44]=2)([O:41][CH3:42])[O:21][C@@H:20]1[CH:62]=[O:63])[C:12]1[CH:13]=[CH:14][CH:15]=[CH:16][CH:17]=1. The catalyst class is: 4. (6) Product: [CH3:1][O:2][C:3]1[CH:4]=[C:5]([C:14]2[CH:15]=[CH:16][N:26]=[C:25]([C:24]3[C:23]([C:22]([F:32])([F:21])[F:33])=[N:31][CH:30]=[CH:29][CH:28]=3)[N:27]=2)[CH:6]=[C:7]([N+:11]([O-:13])=[O:12])[C:8]=1[O:9][CH3:10]. The catalyst class is: 8. Reactant: [CH3:1][O:2][C:3]1[CH:4]=[C:5]([C:14](=O)[CH:15]=[CH:16]N(C)C)[CH:6]=[C:7]([N+:11]([O-:13])=[O:12])[C:8]=1[O:9][CH3:10].[F:21][C:22]([F:33])([F:32])[C:23]1[N:31]=[CH:30][CH:29]=[CH:28][C:24]=1[C:25](=[NH:27])[NH2:26].CC(C)([O-])C.[K+].O. (7) Reactant: Br[CH2:2][C:3]1[CH:13]=[CH:12][C:6]2[S:7](=[O:11])(=[O:10])[CH2:8][CH2:9][C:5]=2[CH:4]=1.[NH2:14][C:15]1[C:16]([C:20]2[CH:25]=[CH:24][C:23]([OH:26])=[CH:22][CH:21]=2)=[N:17][O:18][CH:19]=1.C([O-])([O-])=O.[K+].[K+].O. Product: [O:10]=[S:7]1(=[O:11])[CH2:8][CH2:9][C:5]2[CH:4]=[C:3]([CH2:2][O:26][C:23]3[CH:22]=[CH:21][C:20]([C:16]4[C:15]([NH2:14])=[CH:19][O:18][N:17]=4)=[CH:25][CH:24]=3)[CH:13]=[CH:12][C:6]1=2. The catalyst class is: 589.